This data is from Full USPTO retrosynthesis dataset with 1.9M reactions from patents (1976-2016). The task is: Predict the reactants needed to synthesize the given product. (1) Given the product [N+:27]([C:30]1[CH:31]=[C:32]([S:36]([NH:39][C:23]([C:9]2[C:10]([O:13][C:14]3[C:15]([CH3:22])=[CH:16][C:17]([CH3:21])=[CH:18][C:19]=3[CH3:20])=[N:11][CH:12]=[C:7]([C:1]3[CH:2]=[CH:3][CH:4]=[CH:5][CH:6]=3)[CH:8]=2)=[O:24])(=[O:37])=[O:38])[CH:33]=[CH:34][CH:35]=1)([O-:29])=[O:28], predict the reactants needed to synthesize it. The reactants are: [C:1]1([C:7]2[CH:8]=[C:9]([C:23](O)=[O:24])[C:10]([O:13][C:14]3[C:19]([CH3:20])=[CH:18][C:17]([CH3:21])=[CH:16][C:15]=3[CH3:22])=[N:11][CH:12]=2)[CH:6]=[CH:5][CH:4]=[CH:3][CH:2]=1.[Na+].[N+:27]([C:30]1[CH:31]=[C:32]([S:36]([NH-:39])(=[O:38])=[O:37])[CH:33]=[CH:34][CH:35]=1)([O-:29])=[O:28].CN(C(ON1N=NC2C=CC=NC1=2)=[N+](C)C)C.F[P-](F)(F)(F)(F)F.Cl. (2) Given the product [Cl:1][C:2]1[CH:3]=[C:4]([C:9]2([CH3:25])[S:13][N:12]=[C:11]([C:14]3[CH:23]=[CH:22][C:17]([C:18]([OH:20])=[O:19])=[C:16]([CH3:24])[CH:15]=3)[CH2:10]2)[CH:5]=[C:6]([Cl:8])[CH:7]=1, predict the reactants needed to synthesize it. The reactants are: [Cl:1][C:2]1[CH:3]=[C:4]([C:9]2([CH3:25])[S:13][N:12]=[C:11]([C:14]3[CH:23]=[CH:22][C:17]([C:18]([O:20]C)=[O:19])=[C:16]([CH3:24])[CH:15]=3)[CH2:10]2)[CH:5]=[C:6]([Cl:8])[CH:7]=1.[Li+].[OH-]. (3) Given the product [CH3:45][O:44][C:40]1[CH:39]=[C:38]([NH:37][C:2]2[C:6]3[C:7]([O:11][CH:12]4[CH2:13][CH2:14][O:15][CH2:16][CH2:17]4)=[N:8][CH:9]=[CH:10][C:5]=3[NH:4][N:3]=2)[CH:43]=[CH:42][N:41]=1, predict the reactants needed to synthesize it. The reactants are: I[C:2]1[C:6]2[C:7]([O:11][CH:12]3[CH2:17][CH2:16][O:15][CH2:14][CH2:13]3)=[N:8][CH:9]=[CH:10][C:5]=2[N:4](C(C2C=CC=CC=2)(C2C=CC=CC=2)C2C=CC=CC=2)[N:3]=1.[NH2:37][C:38]1[CH:43]=[CH:42][N:41]=[C:40]([O:44][CH3:45])[CH:39]=1.C(=O)([O-])[O-].[Cs+].[Cs+].CC(C1C=C(C(C)C)C(C2C=CC=CC=2P(C2CCCCC2)C2CCCCC2)=C(C(C)C)C=1)C.C([SiH](CC)CC)C.FC(F)(F)C(O)=O. (4) Given the product [CH3:13][C:8]1[CH:7]=[CH:6][C:5]2[C:10](=[C:11]([CH3:16])[CH:12]=[CH:3][CH:4]=2)[N:9]=1, predict the reactants needed to synthesize it. The reactants are: FC(F)(F)[C:3]1[CH:4]=[C:5]2[C:10](=[CH:11][CH:12]=1)[N:9]=[C:8]([CH3:13])[CH:7]=[CH:6]2.[CH3:16]C1C=CC=CC=1N. (5) Given the product [C:1]([O:5][C:6](=[O:23])[NH:7][C:8]1[CH:13]=[CH:12][C:11]([C:14]#[C:15][C:16]2[CH:17]=[CH:18][CH:19]=[CH:20][CH:21]=2)=[CH:10][C:9]=1[NH:22][C:29](=[O:30])[CH2:28][C:27]([C:32]1[CH:37]=[CH:36][CH:35]=[C:34]([N+:38]([O-:40])=[O:39])[CH:33]=1)=[O:26])([CH3:4])([CH3:2])[CH3:3], predict the reactants needed to synthesize it. The reactants are: [C:1]([O:5][C:6](=[O:23])[NH:7][C:8]1[CH:13]=[CH:12][C:11]([C:14]#[C:15][C:16]2[CH:21]=[CH:20][CH:19]=[CH:18][CH:17]=2)=[CH:10][C:9]=1[NH2:22])([CH3:4])([CH3:3])[CH3:2].CC1(C)[O:30][C:29](=O)[CH:28]=[C:27]([C:32]2[CH:37]=[CH:36][CH:35]=[C:34]([N+:38]([O-:40])=[O:39])[CH:33]=2)[O:26]1. (6) Given the product [F:36][C:2]([F:1])([F:35])[C:3]1[CH:4]=[C:5]([C@H:13]2[O:17][C:16](=[O:18])[N:15]([CH2:19][C:20]3[CH:25]=[C:24]([O:26][C:27]([F:28])([F:29])[F:30])[CH:23]=[CH:22][C:21]=3[N:31]([CH2:47][CH2:46][CH2:45][CH2:44][CH:41]3[O:40][CH2:39][C:38]([CH3:37])([CH3:49])[CH2:43][O:42]3)[CH2:32][CH3:33])[C@H:14]2[CH3:34])[CH:6]=[C:7]([C:9]([F:11])([F:10])[F:12])[CH:8]=1, predict the reactants needed to synthesize it. The reactants are: [F:1][C:2]([F:36])([F:35])[C:3]1[CH:4]=[C:5]([C@H:13]2[O:17][C:16](=[O:18])[N:15]([CH2:19][C:20]3[CH:25]=[C:24]([O:26][C:27]([F:30])([F:29])[F:28])[CH:23]=[CH:22][C:21]=3[NH:31][CH2:32][CH3:33])[C@H:14]2[CH3:34])[CH:6]=[C:7]([C:9]([F:12])([F:11])[F:10])[CH:8]=1.[CH3:37][C:38]1([CH3:49])[CH2:43][O:42][CH:41]([CH2:44][CH2:45][CH2:46][CH:47]=O)[O:40][CH2:39]1.[BH-](OC(C)=O)(OC(C)=O)OC(C)=O.[Na+]. (7) The reactants are: [S:1]([O-:5])([O-:4])(=[O:3])=[O:2].[OH:6][NH3+:7].O[NH3+].[C:10]1(=O)[CH2:15][CH2:14][CH2:13][CH2:12][CH2:11]1.N. Given the product [C:10]1(=[N:7][OH:6])[CH2:15][CH2:14][CH2:13][CH2:12][CH2:11]1.[S:1]([O-:5])([O-:4])(=[O:3])=[O:2].[NH4+:7].[NH4+:7], predict the reactants needed to synthesize it. (8) Given the product [CH:19]1([C:18]2[C:13]3[O:12][CH:11]([CH:25]([CH3:27])[CH3:26])[CH2:10][N:9]([C:7](=[O:8])/[CH:6]=[CH:5]/[C:4]([OH:28])=[O:3])[C:14]=3[CH:15]=[CH:16][CH:17]=2)[CH2:20][CH2:21][CH2:22][CH2:23][CH2:24]1, predict the reactants needed to synthesize it. The reactants are: C([O:3][C:4](=[O:28])/[CH:5]=[CH:6]/[C:7]([N:9]1[C:14]2[CH:15]=[CH:16][CH:17]=[C:18]([CH:19]3[CH2:24][CH2:23][CH2:22][CH2:21][CH2:20]3)[C:13]=2[O:12][CH:11]([CH:25]([CH3:27])[CH3:26])[CH2:10]1)=[O:8])C.[OH-].[Na+]. (9) Given the product [Cl:29][CH2:28][O:27][C:25]([S:4][CH2:3][C@@H:2]([CH3:1])[C:5]([N:7]1[CH2:8][CH2:9][CH2:10][C@H:11]1[C:12]([OH:14])=[O:13])=[O:6])=[O:26], predict the reactants needed to synthesize it. The reactants are: [CH3:1][C@@H:2]([C:5]([N:7]1[C@H:11]([C:12]([OH:14])=[O:13])[CH2:10][CH2:9][CH2:8]1)=[O:6])[CH2:3][SH:4].C(N(CC)C(C)C)(C)C.Cl[C:25]([O:27][CH2:28][Cl:29])=[O:26]. (10) Given the product [O:38]([C:32]1[CH:31]=[CH:30][C:29]([Cl:28])=[CH:34][C:33]=1[NH:35][C:36]([NH:1][C:2]1[CH:10]=[CH:9][CH:8]=[C:7]2[C:3]=1[CH:4]=[CH:5][N:6]2[CH2:11][C:12]1[C:20]2[C:15](=[N:16][CH:17]=[CH:18][CH:19]=2)[N:14]([C:21]([O:23][C:24]([CH3:27])([CH3:26])[CH3:25])=[O:22])[CH:13]=1)=[O:37])[CH3:39], predict the reactants needed to synthesize it. The reactants are: [NH2:1][C:2]1[CH:10]=[CH:9][CH:8]=[C:7]2[C:3]=1[CH:4]=[CH:5][N:6]2[CH2:11][C:12]1[C:20]2[C:15](=[N:16][CH:17]=[CH:18][CH:19]=2)[N:14]([C:21]([O:23][C:24]([CH3:27])([CH3:26])[CH3:25])=[O:22])[CH:13]=1.[Cl:28][C:29]1[CH:30]=[CH:31][C:32]([O:38][CH3:39])=[C:33]([N:35]=[C:36]=[O:37])[CH:34]=1.